From a dataset of NCI-60 drug combinations with 297,098 pairs across 59 cell lines. Regression. Given two drug SMILES strings and cell line genomic features, predict the synergy score measuring deviation from expected non-interaction effect. (1) Drug 1: C1=CC(=CC=C1CCCC(=O)O)N(CCCl)CCCl. Drug 2: CCN(CC)CCCC(C)NC1=C2C=C(C=CC2=NC3=C1C=CC(=C3)Cl)OC. Cell line: SK-MEL-5. Synergy scores: CSS=22.4, Synergy_ZIP=-9.38, Synergy_Bliss=-11.0, Synergy_Loewe=-12.0, Synergy_HSA=-9.03. (2) Drug 1: CN(CC1=CN=C2C(=N1)C(=NC(=N2)N)N)C3=CC=C(C=C3)C(=O)NC(CCC(=O)O)C(=O)O. Drug 2: CS(=O)(=O)OCCCCOS(=O)(=O)C. Cell line: HCC-2998. Synergy scores: CSS=34.3, Synergy_ZIP=-7.23, Synergy_Bliss=-6.45, Synergy_Loewe=-56.6, Synergy_HSA=-4.79. (3) Drug 1: COC1=NC(=NC2=C1N=CN2C3C(C(C(O3)CO)O)O)N. Drug 2: C1C(C(OC1N2C=NC(=NC2=O)N)CO)O. Cell line: HT29. Synergy scores: CSS=11.0, Synergy_ZIP=-0.866, Synergy_Bliss=2.97, Synergy_Loewe=0.0158, Synergy_HSA=2.98.